Dataset: NCI-60 drug combinations with 297,098 pairs across 59 cell lines. Task: Regression. Given two drug SMILES strings and cell line genomic features, predict the synergy score measuring deviation from expected non-interaction effect. (1) Synergy scores: CSS=32.2, Synergy_ZIP=-5.66, Synergy_Bliss=-4.57, Synergy_Loewe=-3.84, Synergy_HSA=0.572. Cell line: UO-31. Drug 2: C1=CC(=CC=C1CCCC(=O)O)N(CCCl)CCCl. Drug 1: C1=C(C(=O)NC(=O)N1)F. (2) Drug 1: CC1=C2C(C(=O)C3(C(CC4C(C3C(C(C2(C)C)(CC1OC(=O)C(C(C5=CC=CC=C5)NC(=O)OC(C)(C)C)O)O)OC(=O)C6=CC=CC=C6)(CO4)OC(=O)C)O)C)O. Drug 2: C1=CN(C=N1)CC(O)(P(=O)(O)O)P(=O)(O)O. Cell line: MDA-MB-435. Synergy scores: CSS=39.9, Synergy_ZIP=23.3, Synergy_Bliss=18.1, Synergy_Loewe=-9.22, Synergy_HSA=17.2. (3) Drug 1: CS(=O)(=O)C1=CC(=C(C=C1)C(=O)NC2=CC(=C(C=C2)Cl)C3=CC=CC=N3)Cl. Drug 2: CC1C(C(CC(O1)OC2CC(CC3=C2C(=C4C(=C3O)C(=O)C5=CC=CC=C5C4=O)O)(C(=O)C)O)N)O. Cell line: SW-620. Synergy scores: CSS=39.6, Synergy_ZIP=-1.58, Synergy_Bliss=-1.94, Synergy_Loewe=-17.2, Synergy_HSA=0.419. (4) Drug 1: C1=CC(=CC=C1C#N)C(C2=CC=C(C=C2)C#N)N3C=NC=N3. Drug 2: C1CN1P(=S)(N2CC2)N3CC3. Cell line: HOP-62. Synergy scores: CSS=36.6, Synergy_ZIP=0.761, Synergy_Bliss=4.52, Synergy_Loewe=7.63, Synergy_HSA=6.09. (5) Drug 1: C1C(C(OC1N2C=C(C(=O)NC2=O)F)CO)O. Drug 2: C1CN(P(=O)(OC1)NCCCl)CCCl. Cell line: HL-60(TB). Synergy scores: CSS=9.74, Synergy_ZIP=-4.11, Synergy_Bliss=1.55, Synergy_Loewe=-12.4, Synergy_HSA=0.621. (6) Drug 2: CCN(CC)CCCC(C)NC1=C2C=C(C=CC2=NC3=C1C=CC(=C3)Cl)OC. Cell line: SK-MEL-28. Synergy scores: CSS=20.6, Synergy_ZIP=0.103, Synergy_Bliss=5.97, Synergy_Loewe=3.73, Synergy_HSA=5.42. Drug 1: C1=NC2=C(N1)C(=S)N=C(N2)N.